From a dataset of Catalyst prediction with 721,799 reactions and 888 catalyst types from USPTO. Predict which catalyst facilitates the given reaction. (1) Reactant: [N+:1]([C:4]1[CH:12]=[CH:11][CH:10]=[C:9]2[C:5]=1[CH:6]=[C:7]([C:13]([O:15][CH2:16][CH3:17])=[O:14])[NH:8]2)([O-:3])=[O:2].[Cl:18][C:19]1[CH:20]=[C:21]([CH:24]=[CH:25][C:26]=1[Cl:27])[CH2:22]Cl.C(=O)([O-])[O-].[K+].[K+].[I-].[K+]. Product: [Cl:18][C:19]1[CH:20]=[C:21]([CH:24]=[CH:25][C:26]=1[Cl:27])[CH2:22][N:8]1[C:9]2[C:5](=[C:4]([N+:1]([O-:3])=[O:2])[CH:12]=[CH:11][CH:10]=2)[CH:6]=[C:7]1[C:13]([O:15][CH2:16][CH3:17])=[O:14]. The catalyst class is: 3. (2) Reactant: Cl.C(OC([NH:9][CH2:10][C:11]1[CH:16]=[CH:15][C:14]([NH:17][C:18]([C@@H:20]2[CH2:22][C@H:21]2[CH3:23])=[O:19])=[CH:13][CH:12]=1)=O)(C)(C)C.C(OCC)C. Product: [CH3:23][C@@H:21]1[CH2:22][C@H:20]1[C:18]([NH:17][C:14]1[CH:13]=[CH:12][C:11]([CH2:10][NH2:9])=[CH:16][CH:15]=1)=[O:19]. The catalyst class is: 12. (3) Reactant: C(N(CC)CC)C.Br[C:9]1[CH:10]=[C:11]([C:16]2[CH:17]=[N:18][CH:19]=[CH:20][CH:21]=2)[CH:12]=[C:13]([F:15])[CH:14]=1.[CH:22]([C:24]1[CH:29]=[CH:28][C:27]([N:30]2[CH2:35][CH2:34][N:33]([C:36](=[O:38])[CH3:37])[CH2:32][CH2:31]2)=[CH:26][CH:25]=1)=[CH2:23].C1C=CC(P(C2C=CC=CC=2)C2C=CC=CC=2)=CC=1. Product: [F:15][C:13]1[CH:14]=[C:9]([CH:10]=[C:11]([C:16]2[CH:17]=[N:18][CH:19]=[CH:20][CH:21]=2)[CH:12]=1)/[CH:23]=[CH:22]/[C:24]1[CH:25]=[CH:26][C:27]([N:30]2[CH2:31][CH2:32][N:33]([C:36](=[O:38])[CH3:37])[CH2:34][CH2:35]2)=[CH:28][CH:29]=1. The catalyst class is: 10. (4) The catalyst class is: 14. Product: [C:12]1([N:18]2[C:4]([NH2:5])=[CH:3][C:2]([C:6]3[CH:11]=[CH:10][CH:9]=[CH:8][CH:7]=3)=[N:19]2)[CH:17]=[CH:16][CH:15]=[CH:14][CH:13]=1. Reactant: O=[C:2]([C:6]1[CH:11]=[CH:10][CH:9]=[CH:8][CH:7]=1)[CH2:3][C:4]#[N:5].[C:12]1([NH:18][NH2:19])[CH:17]=[CH:16][CH:15]=[CH:14][CH:13]=1. (5) Reactant: [C:1]([O:5][C:6]1[CH:11]=[C:10]([O:12][Si](C(C)C)(C(C)C)C(C)C)[CH:9]=[CH:8][C:7]=1[C:23]1[CH:28]=[C:27]([O:29][CH3:30])[CH:26]=[CH:25][C:24]=1[F:31])([CH3:4])([CH3:3])[CH3:2].[F-].C([N+](CCCC)(CCCC)CCCC)CCC.[Cl-].[NH4+]. The catalyst class is: 1. Product: [C:1]([O:5][C:6]1[CH:11]=[C:10]([OH:12])[CH:9]=[CH:8][C:7]=1[C:23]1[CH:28]=[C:27]([O:29][CH3:30])[CH:26]=[CH:25][C:24]=1[F:31])([CH3:4])([CH3:3])[CH3:2]. (6) Reactant: C(OC([NH:8][C:9]1[C:13]([NH:14]C(OC(C)(C)C)=O)=[CH:12][S:11][C:10]=1[C:22]1[CH:27]=[CH:26][C:25]([C:28]2[S:29][CH:30]=[C:31]([NH:41]C(OC(C)(C)C)=O)[C:32]=2[NH:33]C(=O)OC(C)(C)C)=[CH:24][CH:23]=1)=O)(C)(C)C.FC(F)(F)C(O)=O.C(=O)([O-])[O-].[Na+].[Na+]. The catalyst class is: 13. Product: [NH2:33][C:32]1[C:31]([NH2:41])=[CH:30][S:29][C:28]=1[C:25]1[CH:24]=[CH:23][C:22]([C:10]2[S:11][CH:12]=[C:13]([NH2:14])[C:9]=2[NH2:8])=[CH:27][CH:26]=1.